From a dataset of Forward reaction prediction with 1.9M reactions from USPTO patents (1976-2016). Predict the product of the given reaction. (1) Given the reactants Br[CH2:2][C:3]1[CH:10]=[CH:9][C:8]([F:11])=[CH:7][C:4]=1[C:5]#[N:6].[OH:12][C:13]1[CH:18]=[C:17]([CH3:19])[N:16]([C:20]2[CH:21]=[C:22]([CH:27]=[CH:28][C:29]=2[CH3:30])[C:23]([O:25][CH3:26])=[O:24])[C:15](=[O:31])[CH:14]=1.C([O-])([O-])=O.[K+].[K+].C(O)(=O)CC(CC(O)=O)(C(O)=O)O, predict the reaction product. The product is: [C:5]([C:4]1[CH:7]=[C:8]([F:11])[CH:9]=[CH:10][C:3]=1[CH2:2][O:12][C:13]1[CH:18]=[C:17]([CH3:19])[N:16]([C:20]2[CH:21]=[C:22]([CH:27]=[CH:28][C:29]=2[CH3:30])[C:23]([O:25][CH3:26])=[O:24])[C:15](=[O:31])[CH:14]=1)#[N:6]. (2) Given the reactants [C:1]12([OH:11])[CH2:10][CH:5]3[CH2:6][CH:7]([CH2:9][CH:3]([CH2:4]3)[CH2:2]1)[CH2:8]2.C(N(CC)CC)C.CS(Cl)(=O)=O.[CH2:24]([C:26]([CH2:30]O)([CH2:28][OH:29])[CH3:27])[OH:25], predict the reaction product. The product is: [C:1]12([O:11][CH2:27][C:26]([CH3:30])([CH2:28][OH:29])[CH2:24][OH:25])[CH2:8][CH:7]3[CH2:6][CH:5]([CH2:4][CH:3]([CH2:9]3)[CH2:2]1)[CH2:10]2.